Dataset: Full USPTO retrosynthesis dataset with 1.9M reactions from patents (1976-2016). Task: Predict the reactants needed to synthesize the given product. (1) Given the product [Cl:12][CH2:13][C:14]([N:10]1[C:11]2[C:6](=[CH:5][CH:4]=[CH:3][C:2]=2[CH3:1])[CH2:7][CH2:8][CH2:9]1)=[O:15], predict the reactants needed to synthesize it. The reactants are: [CH3:1][C:2]1[CH:3]=[CH:4][CH:5]=[C:6]2[C:11]=1[NH:10][CH2:9][CH2:8][CH2:7]2.[Cl:12][CH2:13][C:14](Cl)=[O:15].CCN(CC)CC. (2) Given the product [NH2:1][C:2]1[C:3]2[C:10]([C:11]3[S:15][C:14]([CH2:16][NH:17][C:18]4[N:35]=[CH:34][CH:33]=[CH:32][C:19]=4[C:20]([NH:22][C@H:23]([C:25]4[CH:30]=[CH:29][C:28]([F:31])=[CH:27][CH:26]=4)[CH3:24])=[O:21])=[CH:13][CH:12]=3)=[CH:9][NH:8][C:4]=2[N:5]=[CH:6][N:7]=1, predict the reactants needed to synthesize it. The reactants are: [NH2:1][C:2]1[C:3]2[C:10]([C:11]3[S:15][C:14]([CH2:16][NH:17][C:18]4[N:35]=[CH:34][CH:33]=[CH:32][C:19]=4[C:20]([NH:22][C@H:23]([C:25]4[CH:30]=[CH:29][C:28]([F:31])=[CH:27][CH:26]=4)[CH3:24])=[O:21])=[CH:13][CH:12]=3)=[CH:9][N:8](S(C3C=CC=CC=3)(=O)=O)[C:4]=2[N:5]=[CH:6][N:7]=1.C([O-])([O-])=O.[K+].[K+]. (3) Given the product [F:30][C:24]1[CH:25]=[CH:26][CH:27]=[C:28]([F:29])[C:23]=1[NH:22][C:20](=[O:21])[C:19]1[CH:31]=[CH:32][CH:33]=[C:17]([C:9]2[N:10]=[C:11]3[CH:16]=[CH:15][CH:14]=[CH:13][N:12]3[C:8]=2[C:6]2[CH:5]=[CH:4][N:3]=[C:2]([NH:38][C:37]3[CH:39]=[CH:40][C:41]([N:43]4[CH2:48][CH2:47][CH:46]([N:49]5[CH2:54][CH2:53][N:52]([S:55]([CH3:58])(=[O:57])=[O:56])[CH2:51][CH2:50]5)[CH2:45][CH2:44]4)=[CH:42][C:36]=3[O:35][CH3:34])[N:7]=2)[CH:18]=1, predict the reactants needed to synthesize it. The reactants are: Cl[C:2]1[N:7]=[C:6]([C:8]2[N:12]3[CH:13]=[CH:14][CH:15]=[CH:16][C:11]3=[N:10][C:9]=2[C:17]2[CH:18]=[C:19]([CH:31]=[CH:32][CH:33]=2)[C:20]([NH:22][C:23]2[C:28]([F:29])=[CH:27][CH:26]=[CH:25][C:24]=2[F:30])=[O:21])[CH:5]=[CH:4][N:3]=1.[CH3:34][O:35][C:36]1[CH:42]=[C:41]([N:43]2[CH2:48][CH2:47][CH:46]([N:49]3[CH2:54][CH2:53][N:52]([S:55]([CH3:58])(=[O:57])=[O:56])[CH2:51][CH2:50]3)[CH2:45][CH2:44]2)[CH:40]=[CH:39][C:37]=1[NH2:38].C1(C)C=CC(S(O)(=O)=O)=CC=1. (4) Given the product [Cl:1][C:2]1[CH:7]=[CH:6][C:5]([NH:8][C:9](=[O:17])[CH2:10][N:11]2[CH2:12][CH2:13][N:14]([CH2:55][CH2:56][CH2:58][O:50][C:49]3[O:52][C:39]4[C:40]([C:41](=[O:42])[C:32]=3[C:33]3[CH:43]=[CH:48][CH:47]=[CH:46][CH:45]=3)=[CH:35][CH:36]=[CH:37][CH:38]=4)[CH2:15][CH2:16]2)=[C:4]([C:18](=[O:26])[C:19]2[CH:24]=[CH:23][CH:22]=[CH:21][C:20]=2[Cl:25])[CH:3]=1, predict the reactants needed to synthesize it. The reactants are: [Cl:1][C:2]1[CH:7]=[CH:6][C:5]([NH:8][C:9](=[O:17])[CH2:10][N:11]2[CH2:16][CH2:15][NH:14][CH2:13][CH2:12]2)=[C:4]([C:18](=[O:26])[C:19]2[CH:24]=[CH:23][CH:22]=[CH:21][C:20]=2[Cl:25])[CH:3]=1.BrCCCO[C:32]1[C:41](=[O:42])[C:40]2[C:35](=[CH:36][CH:37]=[CH:38][CH:39]=2)O[C:33]=1[C:43]1[CH:48]=[CH:47][CH:46]=[CH:45]C=1.[C:49](=[O:52])([O-])[O-:50].[K+].[K+].[CH3:55][C:56]([CH3:58])=O. (5) The reactants are: [Cl:1][C:2]1[CH:7]=[CH:6][C:5]([S:8]([C:11](=[C:14]([NH:17][C:18]2[CH:23]=[CH:22][CH:21]=[C:20]([C:24]#[N:25])[CH:19]=2)SC)[C:12]#[N:13])(=[O:10])=[O:9])=[CH:4][CH:3]=1.[CH:26]1([NH2:31])[CH2:30][CH2:29][CH2:28][CH2:27]1. Given the product [Cl:1][C:2]1[CH:7]=[CH:6][C:5]([S:8]([C:11](=[C:14]([NH:17][C:18]2[CH:23]=[CH:22][CH:21]=[C:20]([C:24]#[N:25])[CH:19]=2)[NH:31][CH:26]2[CH2:30][CH2:29][CH2:28][CH2:27]2)[C:12]#[N:13])(=[O:10])=[O:9])=[CH:4][CH:3]=1, predict the reactants needed to synthesize it. (6) The reactants are: [CH3:1][N:2]1[CH:6]=[C:5]([C:7]2[CH:8]=[C:9]([O:14][CH2:15][CH:16]3[CH2:21][CH2:20][NH:19][CH2:18][CH2:17]3)[C:10]([NH2:13])=[N:11][CH:12]=2)[N:4]=[N:3]1.[Cl:22][C:23]1[N:28]=[C:27]([C:29]([O:31][CH3:32])=[O:30])[CH:26]=[C:25](Cl)[N:24]=1.CCN(C(C)C)C(C)C. Given the product [NH2:13][C:10]1[C:9]([O:14][CH2:15][CH:16]2[CH2:21][CH2:20][N:19]([C:25]3[N:24]=[C:23]([Cl:22])[N:28]=[C:27]([C:29]([O:31][CH3:32])=[O:30])[CH:26]=3)[CH2:18][CH2:17]2)=[CH:8][C:7]([C:5]2[N:4]=[N:3][N:2]([CH3:1])[CH:6]=2)=[CH:12][N:11]=1, predict the reactants needed to synthesize it. (7) Given the product [F:11][C:8]1[CH:7]=[CH:6][C:5]([CH:3]([OH:4])[CH:2]([NH:1][C:34]([C:23]2[CH:24]=[CH:25][CH:26]=[C:27]3[CH2:33][CH2:32][CH2:31][CH:30]=[CH:29][C:28]=23)=[O:35])[CH2:12][C:13]2[CH:18]=[CH:17][CH:16]=[C:15]([O:19][CH:20]([CH3:22])[CH3:21])[CH:14]=2)=[CH:10][CH:9]=1, predict the reactants needed to synthesize it. The reactants are: [NH2:1][CH:2]([CH2:12][C:13]1[CH:18]=[CH:17][CH:16]=[C:15]([O:19][CH:20]([CH3:22])[CH3:21])[CH:14]=1)[CH:3]([C:5]1[CH:10]=[CH:9][C:8]([F:11])=[CH:7][CH:6]=1)[OH:4].[C:23]1([C:34](O)=[O:35])[CH:24]=[CH:25][CH:26]=[C:27]2[CH2:33][CH2:32][CH2:31][CH:30]=[CH:29][C:28]=12.Cl.C(N=C=NCCCN(C)C)C.O.ON1C2C=CC=CC=2N=N1.